Dataset: Forward reaction prediction with 1.9M reactions from USPTO patents (1976-2016). Task: Predict the product of the given reaction. (1) Given the reactants Br[C:2]1[C:10]2[C:5](=[N:6][C:7]([S:11][CH3:12])=[N:8][CH:9]=2)[N:4]([CH3:13])[N:3]=1.[C:14]([O:18][C:19](=[O:37])[NH:20][C:21]1[CH:26]=[CH:25][C:24](B2OC(C)(C)C(C)(C)O2)=[CH:23][C:22]=1[F:36])([CH3:17])([CH3:16])[CH3:15], predict the reaction product. The product is: [C:14]([O:18][C:19](=[O:37])[NH:20][C:21]1[CH:26]=[CH:25][C:24]([C:2]2[C:10]3[C:5](=[N:6][C:7]([S:11][CH3:12])=[N:8][CH:9]=3)[N:4]([CH3:13])[N:3]=2)=[CH:23][C:22]=1[F:36])([CH3:17])([CH3:15])[CH3:16]. (2) Given the reactants [C:1]([O:5][C:6]([NH:8][C@@H:9]1[CH2:13][CH2:12][C@@H:11]([C:14]([OH:16])=[O:15])[CH2:10]1)=[O:7])([CH3:4])([CH3:3])[CH3:2].[CH3:17][Si](C=[N+]=[N-])(C)C, predict the reaction product. The product is: [CH3:17][O:15][C:14]([C@@H:11]1[CH2:12][CH2:13][C@@H:9]([NH:8][C:6]([O:5][C:1]([CH3:4])([CH3:2])[CH3:3])=[O:7])[CH2:10]1)=[O:16]. (3) Given the reactants [F:1][CH:2]([F:31])[N:3]1[N:19]=[CH:18][C:17]2[NH:16][C:15](=[O:20])[C@H:14]([CH3:21])[CH2:13][CH2:12][CH2:11][C@H:10]([NH:22]C(=O)OC(C)(C)C)[C:9]3[CH:30]=[C:5]([CH:6]=[CH:7][CH:8]=3)[C:4]1=2.C(O)(C(F)(F)F)=O, predict the reaction product. The product is: [NH2:22][C@@H:10]1[C:9]2[CH:30]=[C:5]([CH:6]=[CH:7][CH:8]=2)[C:4]2[N:3]([CH:2]([F:1])[F:31])[N:19]=[CH:18][C:17]=2[NH:16][C:15](=[O:20])[C@H:14]([CH3:21])[CH2:13][CH2:12][CH2:11]1. (4) Given the reactants [CH3:1][O:2][C:3](=[O:26])[C:4]1[CH:9]=[CH:8][C:7]([CH2:10][O:11][C:12]2[CH:13]=[N:14][CH:15]=[CH:16][CH:17]=2)=[CH:6][C:5]=1OS(C(F)(F)F)(=O)=O.[C:27]1([CH3:36])[CH:32]=[CH:31][CH:30]=[CH:29][C:28]=1B(O)O.C([O-])([O-])=O.[Cs+].[Cs+], predict the reaction product. The product is: [CH3:1][O:2][C:3](=[O:26])[C:4]1[CH:9]=[CH:8][C:7]([CH2:10][O:11][C:12]2[CH:13]=[N:14][CH:15]=[CH:16][CH:17]=2)=[CH:6][C:5]=1[C:28]1[CH:29]=[CH:30][CH:31]=[CH:32][C:27]=1[CH3:36]. (5) Given the reactants I[C:2]1[CH:3]=[CH:4][C:5]([NH2:12])=[C:6]([S:8]([NH2:11])(=[O:10])=[O:9])[CH:7]=1.C([O-])(O)=O.[Na+].[CH3:18][N:19](C=O)C, predict the reaction product. The product is: [C:18]([C:2]1[CH:3]=[CH:4][C:5]([NH2:12])=[C:6]([S:8]([NH2:11])(=[O:10])=[O:9])[CH:7]=1)#[N:19]. (6) Given the reactants [CH:1](=[C:8](/[CH2:13][CH2:14][CH2:15][CH2:16][CH3:17])\[C:9](OC)=[O:10])/[C:2]1[CH:7]=[CH:6][CH:5]=[CH:4][CH:3]=1.Cl.[CH3:19][NH:20][CH3:21], predict the reaction product. The product is: [CH:1](=[C:8](/[CH2:13][CH2:14][CH2:15][CH2:16][CH3:17])\[C:9]([N:20]([CH3:21])[CH3:19])=[O:10])/[C:2]1[CH:7]=[CH:6][CH:5]=[CH:4][CH:3]=1. (7) Given the reactants FC(F)(F)C(O)=O.[C:8]([C:10]1[CH:23]=[C:22]([F:24])[CH:21]=[CH:20][C:11]=1[O:12][CH2:13][CH:14]([NH:16]C(=O)[O-])[CH3:15])#[N:9], predict the reaction product. The product is: [NH2:16][CH:14]([CH3:15])[CH2:13][O:12][C:11]1[CH:20]=[CH:21][C:22]([F:24])=[CH:23][C:10]=1[C:8]#[N:9].